From a dataset of NCI-60 drug combinations with 297,098 pairs across 59 cell lines. Regression. Given two drug SMILES strings and cell line genomic features, predict the synergy score measuring deviation from expected non-interaction effect. Drug 1: CN(C)N=NC1=C(NC=N1)C(=O)N. Drug 2: C1=CC(=CC=C1CC(C(=O)O)N)N(CCCl)CCCl.Cl. Cell line: RXF 393. Synergy scores: CSS=17.2, Synergy_ZIP=7.74, Synergy_Bliss=10.0, Synergy_Loewe=5.76, Synergy_HSA=9.08.